This data is from Forward reaction prediction with 1.9M reactions from USPTO patents (1976-2016). The task is: Predict the product of the given reaction. (1) Given the reactants [NH2:1][CH:2]([C:4]1[CH:11]=[CH:10][C:9]([Cl:12])=[CH:8][C:5]=1[CH2:6][OH:7])[CH3:3].[CH3:13][C:14]([O:17][C:18](O[C:18]([O:17][C:14]([CH3:16])([CH3:15])[CH3:13])=[O:19])=[O:19])([CH3:16])[CH3:15], predict the reaction product. The product is: [C:14]([O:17][C:18]([NH:1][CH:2]([C:4]1[CH:11]=[CH:10][C:9]([Cl:12])=[CH:8][C:5]=1[CH2:6][OH:7])[CH3:3])=[O:19])([CH3:16])([CH3:15])[CH3:13]. (2) The product is: [CH2:23]([O:30][C:31]1[CH:58]=[CH:57][C:56]([O:59][CH2:13][CH2:14][CH2:15][N:16]2[CH2:21][CH2:20][N:19]([CH3:22])[CH2:18][CH2:17]2)=[CH:55][C:32]=1[C:33]([NH:35][C:36]1[CH:48]=[C:47]([C:49]2[CH:54]=[CH:53][CH:52]=[CH:51][CH:50]=2)[CH:46]=[CH:45][C:37]=1[C:38]([O:40][C:41]([CH3:44])([CH3:43])[CH3:42])=[O:39])=[O:34])[C:24]1[CH:29]=[CH:28][CH:27]=[CH:26][CH:25]=1. Given the reactants CN(C)C=O.C(=O)([O-])[O-].[K+].[K+].Br[CH2:13][CH2:14][CH2:15][N:16]1[CH2:21][CH2:20][N:19]([CH3:22])[CH2:18][CH2:17]1.[CH2:23]([O:30][C:31]1[CH:58]=[CH:57][C:56]([OH:59])=[CH:55][C:32]=1[C:33]([NH:35][C:36]1[CH:48]=[C:47]([C:49]2[CH:54]=[CH:53][CH:52]=[CH:51][CH:50]=2)[CH:46]=[CH:45][C:37]=1[C:38]([O:40][C:41]([CH3:44])([CH3:43])[CH3:42])=[O:39])=[O:34])[C:24]1[CH:29]=[CH:28][CH:27]=[CH:26][CH:25]=1, predict the reaction product. (3) Given the reactants C(OP([CH2:9][C:10]([O:12][CH2:13][CH3:14])=[O:11])(OCC)=O)C.O1CCCC1.[H-].[Na+].[CH2:22]([O:29][C:30]1[CH:37]=[CH:36][C:33]([CH:34]=O)=[CH:32][C:31]=1[O:38][CH2:39][CH3:40])[C:23]1[CH:28]=[CH:27][CH:26]=[CH:25][CH:24]=1, predict the reaction product. The product is: [CH2:39]([O:38][C:31]1[CH:32]=[C:33]([CH:34]=[CH:9][C:10]([O:12][CH2:13][CH3:14])=[O:11])[CH:36]=[CH:37][C:30]=1[O:29][CH2:22][C:23]1[CH:28]=[CH:27][CH:26]=[CH:25][CH:24]=1)[CH3:40]. (4) Given the reactants CC[O-].[Na+].Cl[CH2:6][CH2:7][CH2:8][C:9]([NH:11][C:12]1[CH:17]=[CH:16][CH:15]=[C:14]([C:18]2[CH:19]=[CH:20][C:21]3[O:25][C:24]([C:30]4[CH:35]=[C:34]([Cl:36])[CH:33]=[C:32]([Cl:37])[CH:31]=4)([C:26]([F:29])([F:28])[F:27])[CH2:23][C:22]=3[CH:38]=2)[CH:13]=1)=[O:10].O, predict the reaction product. The product is: [Cl:36][C:34]1[CH:35]=[C:30]([C:24]2([C:26]([F:28])([F:27])[F:29])[CH2:23][C:22]3[CH:38]=[C:18]([C:14]4[CH:13]=[C:12]([N:11]5[CH2:6][CH2:7][CH2:8][C:9]5=[O:10])[CH:17]=[CH:16][CH:15]=4)[CH:19]=[CH:20][C:21]=3[O:25]2)[CH:31]=[C:32]([Cl:37])[CH:33]=1. (5) Given the reactants N1CCC[C@H]1C(O)=O.[OH-].[Na+].Br[C:12]1[CH:13]=[C:14]([CH:34]=[C:35]([O:37][C:38]([F:41])([F:40])[F:39])[CH:36]=1)[C:15]([N:17]([C:19]1[CH:20]=[N:21][CH:22]=[CH:23][C:24]=1[C:25]1[CH:30]=[CH:29][C:28]([F:31])=[CH:27][C:26]=1[O:32][CH3:33])[CH3:18])=[O:16].[CH3:42][S:43]([O-:45])=[O:44].[Na+].[NH4+].[Cl-], predict the reaction product. The product is: [F:31][C:28]1[CH:29]=[CH:30][C:25]([C:24]2[CH:23]=[CH:22][N:21]=[CH:20][C:19]=2[N:17]([CH3:18])[C:15](=[O:16])[C:14]2[CH:34]=[C:35]([O:37][C:38]([F:41])([F:40])[F:39])[CH:36]=[C:12]([S:43]([CH3:42])(=[O:45])=[O:44])[CH:13]=2)=[C:26]([O:32][CH3:33])[CH:27]=1. (6) Given the reactants [Cl:1][C:2]1[CH:11]=[CH:10][C:9]([CH:12]2[CH2:16][CH2:15][CH:14]=[CH:13]2)=[CH:8][C:3]=1[C:4]([O:6]C)=[O:5].[OH-].[K+], predict the reaction product. The product is: [Cl:1][C:2]1[CH:11]=[CH:10][C:9]([CH:12]2[CH2:16][CH2:15][CH:14]=[CH:13]2)=[CH:8][C:3]=1[C:4]([OH:6])=[O:5]. (7) Given the reactants [F:1][C:2]1[CH:7]=[CH:6][CH:5]=[C:4]([C:8]2[CH:13]=[CH:12][C:11]([CH2:14][NH:15][C:16]3[CH:21]=[CH:20][C:19]([N+:22]([O-])=O)=[CH:18][N:17]=3)=[C:10]([F:25])[CH:9]=2)[C:3]=1[C:26]([O:28][CH3:29])=[O:27], predict the reaction product. The product is: [NH2:22][C:19]1[CH:20]=[CH:21][C:16]([NH:15][CH2:14][C:11]2[CH:12]=[CH:13][C:8]([C:4]3[C:3]([C:26]([O:28][CH3:29])=[O:27])=[C:2]([F:1])[CH:7]=[CH:6][CH:5]=3)=[CH:9][C:10]=2[F:25])=[N:17][CH:18]=1.